This data is from Peptide-MHC class II binding affinity with 134,281 pairs from IEDB. The task is: Regression. Given a peptide amino acid sequence and an MHC pseudo amino acid sequence, predict their binding affinity value. This is MHC class II binding data. The peptide sequence is VSLIAIIKGIVNLYK. The MHC is DRB1_0901 with pseudo-sequence DRB1_0901. The binding affinity (normalized) is 0.162.